From a dataset of Reaction yield outcomes from USPTO patents with 853,638 reactions. Predict the reaction yield, written as a fraction of the theoretical maximum amount of product (1.0 means a 100% yield; for example, 0.34 means a 34% yield). (1) The reactants are [Cl:1][C:2]1[CH:7]=[CH:6][C:5]([CH:8]2[CH2:10][CH:9]2[NH:11]C(=O)OC(C)(C)C)=[CH:4][CH:3]=1.Cl.O1CCOCC1. The catalyst is ClCCl. The product is [ClH:1].[Cl:1][C:2]1[CH:3]=[CH:4][C:5]([CH:8]2[CH2:10][CH:9]2[NH2:11])=[CH:6][CH:7]=1. The yield is 0.990. (2) The reactants are [C:1]([O:4][CH2:5][CH2:6][C:7]1[C:8]([NH:26][C:27]2[CH:31]=[C:30]([CH:32]3[CH2:34][CH2:33]3)[NH:29][N:28]=2)=[N:9][C:10]([C:13]2[S:14][C:15]([S:18](=[O:25])(=[O:24])[NH:19]C(C)(C)C)=[CH:16][CH:17]=2)=[N:11][CH:12]=1)(=[O:3])[CH3:2]. The catalyst is C(O)(C(F)(F)F)=O. The product is [C:1]([O:4][CH2:5][CH2:6][C:7]1[C:8]([NH:26][C:27]2[CH:31]=[C:30]([CH:32]3[CH2:34][CH2:33]3)[NH:29][N:28]=2)=[N:9][C:10]([C:13]2[S:14][C:15]([S:18](=[O:24])(=[O:25])[NH2:19])=[CH:16][CH:17]=2)=[N:11][CH:12]=1)(=[O:3])[CH3:2]. The yield is 0.930. (3) The reactants are C(O[CH:4](O)[C:5]([C:7]1[CH:8]=[C:9]([NH:13][S:14]([C:17]2[CH:22]=[CH:21][CH:20]=[CH:19][CH:18]=2)(=[O:16])=[O:15])[CH:10]=[CH:11][CH:12]=1)=[O:6])C.[CH3:24][C:25]([NH2:42])([CH3:41])[CH2:26][CH2:27][N:28]1[C:32]2[CH:33]=[C:34]3[C:39](=[CH:40][C:31]=2[N:30]=[CH:29]1)[CH:38]=[CH:37][CH:36]=[CH:35]3.[BH4-].[Na+].[F:45][C:46]([F:51])([F:50])[C:47]([OH:49])=[O:48]. The catalyst is C(O)C.O. The product is [F:45][C:46]([F:51])([F:50])[C:47]([OH:49])=[O:48].[CH3:41][C:25]([NH:42][CH2:4][CH:5]([C:7]1[CH:8]=[C:9]([NH:13][S:14]([C:17]2[CH:18]=[CH:19][CH:20]=[CH:21][CH:22]=2)(=[O:15])=[O:16])[CH:10]=[CH:11][CH:12]=1)[OH:6])([CH3:24])[CH2:26][CH2:27][N:28]1[C:32]2[CH:33]=[C:34]3[C:39](=[CH:40][C:31]=2[N:30]=[CH:29]1)[CH:38]=[CH:37][CH:36]=[CH:35]3. The yield is 0.380. (4) The reactants are [NH2:1][C:2]1[CH:7]=[CH:6][C:5]([CH:8]2[C:17]([CH3:19])([CH3:18])[CH2:16][C:15]3[C:10](=[CH:11][CH:12]=[C:13]([C:20]([O:22][CH3:23])=[O:21])[CH:14]=3)[NH:9]2)=[CH:4][CH:3]=1.[C:24]1([C:30](O)=[O:31])[CH2:29][CH2:28][CH2:27][CH2:26][CH:25]=1.C(N(CC)C(C)C)(C)C.P(Cl)(Cl)(Cl)=O. The catalyst is ClCCl. The product is [C:24]1([C:30]([NH:1][C:2]2[CH:3]=[CH:4][C:5]([CH:8]3[C:17]([CH3:18])([CH3:19])[CH2:16][C:15]4[C:10](=[CH:11][CH:12]=[C:13]([C:20]([O:22][CH3:23])=[O:21])[CH:14]=4)[NH:9]3)=[CH:6][CH:7]=2)=[O:31])[CH2:29][CH2:28][CH2:27][CH2:26][CH:25]=1. The yield is 0.600. (5) The reactants are N[C:2]1[N:3]=[N:4][CH:5]=[CH:6][N:7]=1.Cl.[S:9](=[O:11])=[O:10].CCOCC. The catalyst is O.C(O)(=O)C.[Cu](Cl)Cl. The product is [S:9](=[C:2]1[N:7]=[CH:6][CH:5]=[N:4][NH:3]1)(=[O:11])=[O:10]. The yield is 0.650. (6) The reactants are [NH:1]1[C:5]2[CH:6]=[CH:7][C:8]([C:10]([OH:12])=O)=[CH:9][C:4]=2[N:3]=[CH:2]1.[NH:13]1[CH2:18][CH2:17][CH2:16][C@@H:15]2[C:19]3[CH:20]=[CH:21][C:22]([OH:26])=[CH:23][C:24]=3[CH2:25][C@H:14]12. No catalyst specified. The product is [NH:1]1[C:5]2[CH:6]=[CH:7][C:8]([C:10]([N:13]3[CH2:18][CH2:17][CH2:16][C@@H:15]4[C:19]5[CH:20]=[CH:21][C:22]([OH:26])=[CH:23][C:24]=5[CH2:25][C@H:14]34)=[O:12])=[CH:9][C:4]=2[N:3]=[CH:2]1. The yield is 0.180. (7) The reactants are FC(F)(F)C(O)=O.C([O:15][C:16]1[CH:21]=[C:20]([N+:22]([O-:24])=[O:23])[CH:19]=[CH:18][C:17]=1[N:25]1[CH2:30][CH2:29][N:28]([C:31]2[CH:36]=[C:35]([CH3:37])[CH:34]=[C:33]([CH3:38])[N:32]=2)[CH2:27][CH2:26]1)C1C=CC=CC=1.Cl. No catalyst specified. The product is [CH3:37][C:35]1[CH:34]=[C:33]([CH3:38])[N:32]=[C:31]([N:28]2[CH2:27][CH2:26][N:25]([C:17]3[CH:18]=[CH:19][C:20]([N+:22]([O-:24])=[O:23])=[CH:21][C:16]=3[OH:15])[CH2:30][CH2:29]2)[CH:36]=1. The yield is 0.900. (8) The reactants are [OH:1][CH2:2][CH:3]=[C:4]([C:6]1[C:7]([OH:20])=[CH:8][C:9]2[C:10]([CH3:19])([CH3:18])[CH2:11][CH2:12][C:13]([CH3:17])([CH3:16])[C:14]=2[CH:15]=1)[CH3:5].[F-].[Cs+].I[CH2:24][CH2:25][CH3:26]. The catalyst is CN(C=O)C.CCOC(C)=O. The product is [OH:1][CH2:2]/[CH:3]=[C:4](\[C:6]1[C:7]([O:20][CH2:24][CH2:25][CH3:26])=[CH:8][C:9]2[C:10]([CH3:19])([CH3:18])[CH2:11][CH2:12][C:13]([CH3:17])([CH3:16])[C:14]=2[CH:15]=1)/[CH3:5]. The yield is 0.990. (9) The product is [C:16]([N:15]1[C:8]2[C:7](=[CH:12][CH:11]=[C:10]([O:13][CH3:14])[CH:9]=2)[C:5](=[O:6])[CH2:4]1)(=[O:18])[CH3:17]. The reactants are [H-].[Na+].Cl[CH2:4][C:5]([C:7]1[CH:12]=[CH:11][C:10]([O:13][CH3:14])=[CH:9][C:8]=1[NH:15][C:16](=[O:18])[CH3:17])=[O:6].Cl. The catalyst is COCCOC. The yield is 0.770.